Dataset: Catalyst prediction with 721,799 reactions and 888 catalyst types from USPTO. Task: Predict which catalyst facilitates the given reaction. (1) Reactant: [CH:1]1([NH:4][C:5](=[O:31])[C:6]2[CH:11]=[CH:10][C:9]([CH3:12])=[C:8]([N:13]3[CH:18]=[CH:17][N:16]=[C:15]([NH:19][C:20]([C:23]4[CH:28]=[CH:27][CH:26]=[CH:25][C:24]=4[OH:29])([CH3:22])[CH3:21])[C:14]3=[O:30])[CH:7]=2)[CH2:3][CH2:2]1.Cl.Cl[CH2:34][CH2:35][N:36]1[CH2:40][CH2:39][CH2:38][CH2:37]1.C(=O)([O-])[O-].[Cs+].[Cs+].C(OCC)(=O)C. Product: [CH:1]1([NH:4][C:5](=[O:31])[C:6]2[CH:11]=[CH:10][C:9]([CH3:12])=[C:8]([N:13]3[CH:18]=[CH:17][N:16]=[C:15]([NH:19][C:20]([CH3:22])([C:23]4[CH:28]=[CH:27][CH:26]=[CH:25][C:24]=4[O:29][CH2:34][CH2:35][N:36]4[CH2:40][CH2:39][CH2:38][CH2:37]4)[CH3:21])[C:14]3=[O:30])[CH:7]=2)[CH2:3][CH2:2]1. The catalyst class is: 9. (2) Reactant: [O:1]1[C:5]2[CH:6]=[CH:7][CH:8]=[CH:9][C:4]=2[C:3]([CH2:10][CH2:11][N:12]2[CH2:17][CH2:16][C:15]([CH2:19][NH:20][C:21](=O)OCC)([OH:18])[CH2:14][CH2:13]2)=[CH:2]1.[H-].[Al+3].[Li+].[H-].[H-].[H-]. Product: [O:1]1[C:5]2[CH:6]=[CH:7][CH:8]=[CH:9][C:4]=2[C:3]([CH2:10][CH2:11][N:12]2[CH2:17][CH2:16][C:15]([CH2:19][NH:20][CH3:21])([OH:18])[CH2:14][CH2:13]2)=[CH:2]1. The catalyst class is: 7. (3) Reactant: Br[C:2]1[CH:3]=[N:4][C:5]([O:8][CH3:9])=[N:6][CH:7]=1.[CH3:10][N:11](C=O)C. Product: [CH3:9][O:8][C:5]1[N:4]=[CH:3][C:2]([C:10]#[N:11])=[CH:7][N:6]=1. The catalyst class is: 267. (4) Reactant: [OH:1][C:2]1[N:10]=[CH:9][CH:8]=[CH:7][C:3]=1[C:4]([OH:6])=[O:5].[OH-].[K+].[CH3:13]I. Product: [CH3:13][N:10]1[CH:9]=[CH:8][CH:7]=[C:3]([C:4]([OH:6])=[O:5])[CH:2]1[OH:1]. The catalyst class is: 24. (5) Reactant: [CH2:1]([O:8][C:9]([NH:11][C:12]1([C:25]([OH:27])=O)[CH2:17][CH2:16][N:15]([C:18]([O:20][C:21]([CH3:24])([CH3:23])[CH3:22])=[O:19])[CH2:14][CH2:13]1)=[O:10])[C:2]1[CH:7]=[CH:6][CH:5]=[CH:4][CH:3]=1.C[N:29]1CCOCC1.N. Product: [CH2:1]([O:8][C:9]([NH:11][C:12]1([C:25](=[O:27])[NH2:29])[CH2:17][CH2:16][N:15]([C:18]([O:20][C:21]([CH3:23])([CH3:24])[CH3:22])=[O:19])[CH2:14][CH2:13]1)=[O:10])[C:2]1[CH:7]=[CH:6][CH:5]=[CH:4][CH:3]=1. The catalyst class is: 57. (6) Reactant: [Si:1]([O:8][CH2:9][CH2:10][C:11](=[N:22][S:23]([C:25]([CH3:28])([CH3:27])[CH3:26])=[O:24])[C:12]1[CH:17]=[CH:16][C:15]([O:18][CH3:19])=[CH:14][C:13]=1[O:20][CH3:21])([C:4]([CH3:7])([CH3:6])[CH3:5])([CH3:3])[CH3:2].[CH2:29]([Mg]Br)[CH:30]=[CH2:31]. Product: [Si:1]([O:8][CH2:9][CH2:10][C:11]([NH:22][S:23]([C:25]([CH3:28])([CH3:27])[CH3:26])=[O:24])([C:12]1[CH:17]=[CH:16][C:15]([O:18][CH3:19])=[CH:14][C:13]=1[O:20][CH3:21])[CH2:31][CH:30]=[CH2:29])([C:4]([CH3:6])([CH3:7])[CH3:5])([CH3:3])[CH3:2]. The catalyst class is: 4.